From a dataset of Forward reaction prediction with 1.9M reactions from USPTO patents (1976-2016). Predict the product of the given reaction. (1) Given the reactants [Cl:1][C:2]1[CH:7]=[CH:6][C:5]([C:8]2[N:12]([CH2:13][C:14]3[CH:15]=[C:16]([CH:20]=[CH:21][CH:22]=3)[C:17]([OH:19])=O)[C:11](=[O:23])[N:10]([CH2:24][C:25]([NH:27][C:28]([CH3:40])([C:30]3[CH:35]=[CH:34][CH:33]=[C:32]([C:36]([F:39])([F:38])[F:37])[CH:31]=3)[CH3:29])=[O:26])[N:9]=2)=[CH:4][CH:3]=1.C1C=CC2N(O)N=NC=2C=1.C[CH2:52][N:53]=[C:54]=NCCCN(C)C.Cl.Cl.CNC.C(N(CC)C(C)C)(C)C, predict the reaction product. The product is: [Cl:1][C:2]1[CH:7]=[CH:6][C:5]([C:8]2[N:12]([CH2:13][C:14]3[CH:15]=[C:16]([CH:20]=[CH:21][CH:22]=3)[C:17]([N:53]([CH3:54])[CH3:52])=[O:19])[C:11](=[O:23])[N:10]([CH2:24][C:25]([NH:27][C:28]([CH3:40])([C:30]3[CH:35]=[CH:34][CH:33]=[C:32]([C:36]([F:37])([F:39])[F:38])[CH:31]=3)[CH3:29])=[O:26])[N:9]=2)=[CH:4][CH:3]=1. (2) Given the reactants [F:1][C:2]1[CH:17]=[C:16]([F:18])[CH:15]=[C:14]([F:19])[C:3]=1[CH2:4][C:5]1[CH:6]=[C:7]([C:10]([O:12]C)=[O:11])[NH:8][CH:9]=1.[OH-].[Na+], predict the reaction product. The product is: [F:1][C:2]1[CH:17]=[C:16]([F:18])[CH:15]=[C:14]([F:19])[C:3]=1[CH2:4][C:5]1[CH:6]=[C:7]([C:10]([OH:12])=[O:11])[NH:8][CH:9]=1. (3) The product is: [NH2:1][C:2]1[C:9]([Cl:10])=[CH:8][C:5]([C:6]#[N:7])=[CH:4][N:3]=1. Given the reactants [NH2:1][C:2]1[CH:9]=[CH:8][C:5]([C:6]#[N:7])=[CH:4][N:3]=1.[Cl:10]N1C(=O)CCC1=O, predict the reaction product. (4) Given the reactants [NH2:1][C:2]1C=[C:6](Cl)[CH:5]=[CH:4][N:3]=1.[NH2:9][C:10]1[CH:15]=[CH:14][C:13]([NH:16][C:17](=[O:26])[O:18][CH2:19][C:20]2[CH:25]=[CH:24][CH:23]=[CH:22][CH:21]=2)=[CH:12][CH:11]=1.Cl.[N:28]1C=CC=CC=1.C(OCC)(=O)C.CCCCCC, predict the reaction product. The product is: [NH2:1][C:2]1[N:28]=[C:6]([NH:9][C:10]2[CH:15]=[CH:14][C:13]([NH:16][C:17](=[O:26])[O:18][CH2:19][C:20]3[CH:21]=[CH:22][CH:23]=[CH:24][CH:25]=3)=[CH:12][CH:11]=2)[CH:5]=[CH:4][N:3]=1. (5) The product is: [C:2]1([C:1]2[S:8][C:3]3[CH2:4][NH:10][CH2:6][CH2:7][C:2]=3[N:9]=2)[CH:7]=[CH:6][CH:5]=[CH:4][CH:3]=1. Given the reactants [C:1]([NH2:9])(=[S:8])[C:2]1[CH:7]=[CH:6][CH:5]=[CH:4][CH:3]=1.[NH3:10], predict the reaction product. (6) Given the reactants Cl[C:2]1[N:7]=[CH:6][N:5]=[C:4]([N:8]2[CH2:13][CH2:12][N:11]([C:14]([O:16][C:17]([CH3:20])([CH3:19])[CH3:18])=[O:15])[CH2:10][CH2:9]2)[CH:3]=1.[F:21][C:22]1[C:27]([F:28])=[CH:26][CH:25]=[CH:24][C:23]=1B(O)O.C(=O)([O-])[O-].[Na+].[Na+].C1(C)C=CC=CC=1, predict the reaction product. The product is: [F:21][C:22]1[C:27]([F:28])=[CH:26][CH:25]=[CH:24][C:23]=1[C:2]1[N:7]=[CH:6][N:5]=[C:4]([N:8]2[CH2:13][CH2:12][N:11]([C:14]([O:16][C:17]([CH3:20])([CH3:19])[CH3:18])=[O:15])[CH2:10][CH2:9]2)[CH:3]=1. (7) Given the reactants [CH2:1]([O:3][C:4]([C:6]1[N:7]=[C:8]2[CH:13]=[CH:12][C:11](Cl)=[N:10][N:9]2[CH:15]=1)=[O:5])[CH3:2].[NH:16]1[CH2:21][CH2:20][NH:19][CH2:18][CH2:17]1.C(=O)([O-])[O-].[K+].[K+], predict the reaction product. The product is: [CH2:1]([O:3][C:4]([C:6]1[N:7]=[C:8]2[CH:13]=[CH:12][C:11]([N:16]3[CH2:21][CH2:20][NH:19][CH2:18][CH2:17]3)=[N:10][N:9]2[CH:15]=1)=[O:5])[CH3:2]. (8) Given the reactants [I:1][C:2]1[CH:3]=[C:4]([CH:9]=[CH:10][C:11]=1[O:12][CH3:13])[C:5]([O:7]C)=[O:6].O.[OH-].[Li+], predict the reaction product. The product is: [I:1][C:2]1[CH:3]=[C:4]([CH:9]=[CH:10][C:11]=1[O:12][CH3:13])[C:5]([OH:7])=[O:6].